Dataset: Full USPTO retrosynthesis dataset with 1.9M reactions from patents (1976-2016). Task: Predict the reactants needed to synthesize the given product. (1) Given the product [CH3:2][O:3][C:4]1[CH:9]=[CH:8][C:7]([O:10][CH3:11])=[CH:6][C:5]=1[C:12]1[S:20][C:19]2[C:18](=[O:21])[N:17]([CH:22]3[CH2:27][CH2:26][N:25]([C:55]([C:54]4[CH:58]=[CH:59][CH:60]=[C:52]([C:46]5[C:47]6[CH:48]=[C:49]([O:50][CH3:51])[C:40]([O:39][CH2:37][CH3:38])=[CH:41][C:42]=6[C@H:43]6[CH2:64][S:63][CH2:62][CH2:61][C@H:44]6[N:45]=5)[CH:53]=4)=[O:56])[CH2:24][CH2:23]3)[C:16](=[O:28])[N:15]([CH2:29][C:30]3[N:31]=[N:32][N:33]([CH2:35][CH3:36])[N:34]=3)[C:14]=2[CH:13]=1, predict the reactants needed to synthesize it. The reactants are: Cl.[CH3:2][O:3][C:4]1[CH:9]=[CH:8][C:7]([O:10][CH3:11])=[CH:6][C:5]=1[C:12]1[S:20][C:19]2[C:18](=[O:21])[N:17]([CH:22]3[CH2:27][CH2:26][NH:25][CH2:24][CH2:23]3)[C:16](=[O:28])[N:15]([CH2:29][C:30]3[N:31]=[N:32][N:33]([CH2:35][CH3:36])[N:34]=3)[C:14]=2[CH:13]=1.[CH2:37]([O:39][C:40]1[C:49]([O:50][CH3:51])=[CH:48][C:47]2[C:46]([C:52]3[CH:53]=[C:54]([CH:58]=[CH:59][CH:60]=3)[C:55](O)=[O:56])=[N:45][C@@H:44]3[CH2:61][CH2:62][S:63][CH2:64][C@@H:43]3[C:42]=2[CH:41]=1)[CH3:38].CN(C(ON1N=NC2C=CC=CC1=2)=[N+](C)C)C.F[P-](F)(F)(F)(F)F.CCN(C(C)C)C(C)C. (2) Given the product [ClH:32].[ClH:32].[NH2:7][C@@H:8]([CH2:22][C:23]1[CH:24]=[C:25]([F:30])[CH:26]=[C:27]([F:29])[CH:28]=1)[C@H:9]([OH:21])[CH2:10][NH:11][C@H:12]([C:14]([NH:15][CH2:16][CH:17]([CH3:19])[CH3:18])=[O:20])[CH3:13], predict the reactants needed to synthesize it. The reactants are: C(OC(=O)[NH:7][CH:8]([CH2:22][C:23]1[CH:28]=[C:27]([F:29])[CH:26]=[C:25]([F:30])[CH:24]=1)[CH:9]([OH:21])[CH2:10][NH:11][CH:12]([C:14](=[O:20])[NH:15][CH2:16][CH:17]([CH3:19])[CH3:18])[CH3:13])(C)(C)C.[ClH:32]. (3) Given the product [Br:1][C:2]1[CH:7]=[C:6]2[C:5]([O:21][C:19]3([CH3:20])[CH:10]([C:8]2=[O:9])[CH2:11][C:12]2([O:16][CH2:15][CH2:14][O:13]2)[CH2:17][CH2:18]3)=[CH:4][CH:3]=1, predict the reactants needed to synthesize it. The reactants are: [Br:1][C:2]1[CH:3]=[CH:4][C:5](F)=[C:6]([C:8]([CH:10]2[C:19]([OH:21])([CH3:20])[CH2:18][CH2:17][C:12]3([O:16][CH2:15][CH2:14][O:13]3)[CH2:11]2)=[O:9])[CH:7]=1.[H-].[Na+].O.C(=O)([O-])[O-].[K+].[K+]. (4) Given the product [F:25][C:7]1[CH:6]=[C:5]([CH:10]=[CH:9][C:8]=1[O:11][CH2:12][C:13]1[CH:22]=[CH:21][C:20]2[C:15](=[CH:16][CH:17]=[CH:18][CH:19]=2)[N:14]=1)[C:4]([N:3]([O:2][CH3:1])[CH3:24])=[O:23], predict the reactants needed to synthesize it. The reactants are: [CH3:1][O:2][N:3]([CH3:24])[C:4](=[O:23])[C:5]1[CH:10]=[CH:9][C:8]([O:11][CH2:12][C:13]2[CH:22]=[CH:21][C:20]3[C:15](=[CH:16][CH:17]=[CH:18][CH:19]=3)[N:14]=2)=[CH:7][CH:6]=1.[F:25]C1C=C(C=CC=1OCC1C=CC2C(=CC=CC=2)N=1)C(O)=O. (5) Given the product [CH3:16][O:15][C@H:13]([CH3:14])[C@H:9]([NH:8][C:6](=[O:7])[O:5][C:1]([CH3:2])([CH3:3])[CH3:4])[C:10](=[O:12])[N:19]1[CH2:20][CH2:22][CH2:25][CH2:23]1, predict the reactants needed to synthesize it. The reactants are: [C:1]([O:5][C:6]([NH:8][C@@H:9]([C@H:13]([O:15][CH3:16])[CH3:14])[C:10]([OH:12])=O)=[O:7])([CH3:4])([CH3:3])[CH3:2].CC[N:19]([CH:23]([CH3:25])C)[CH:20]([CH3:22])C.CN(C(ON1N=NC2C=CC=CC1=2)=[N+](C)C)C.[B-](F)(F)(F)F.N1CCCC1. (6) Given the product [CH2:14]([O:11][C:5]1[C:6]([N+:8]([O-:10])=[O:9])=[N:7][C:2]([Br:1])=[CH:3][CH:4]=1)[C:15]1[CH:20]=[CH:19][CH:18]=[CH:17][CH:16]=1, predict the reactants needed to synthesize it. The reactants are: [Br:1][C:2]1[N:7]=[C:6]([N+:8]([O-:10])=[O:9])[C:5]([OH:11])=[CH:4][CH:3]=1.[H-].[Na+].[CH2:14](Br)[C:15]1[CH:20]=[CH:19][CH:18]=[CH:17][CH:16]=1. (7) Given the product [CH:37]1([C@@H:40]([C:41]2[CH:46]=[CH:45][CH:44]=[C:43]([F:47])[CH:42]=2)[NH:48][C:18]([C:17]2[C:16]3[C:11](=[CH:12][CH:13]=[CH:14][CH:15]=3)[N:10]=[C:9]([C:21]3[CH:26]=[CH:25][CH:24]=[CH:23][CH:22]=3)[C:8]=2[CH2:7][N:3]2[CH2:4][CH2:5][CH2:6][C:2]2=[O:1])=[O:19])[CH2:38][CH2:39]1, predict the reactants needed to synthesize it. The reactants are: [O:1]=[C:2]1[CH2:6][CH2:5][CH2:4][N:3]1[CH2:7][C:8]1[C:9]([C:21]2[CH:26]=[CH:25][CH:24]=[CH:23][CH:22]=2)=[N:10][C:11]2[C:16]([C:17]=1[C:18](O)=[O:19])=[CH:15][CH:14]=[CH:13][CH:12]=2.C(N(C(C)C)CC)(C)C.Cl.[CH:37]1([C@H:40]([NH2:48])[C:41]2[CH:46]=[CH:45][CH:44]=[C:43]([F:47])[CH:42]=2)[CH2:39][CH2:38]1.